This data is from Forward reaction prediction with 1.9M reactions from USPTO patents (1976-2016). The task is: Predict the product of the given reaction. (1) Given the reactants CC[N+](S(N=C(OC)[O-])(=O)=O)(CC)CC.[N:16]1([C:22]([N:24]2[CH2:29][CH:28]([C:30]3[CH:35]=[CH:34][C:33]([C:36]([F:39])([F:38])[F:37])=[CH:32][CH:31]=3)[CH2:27][CH:26]([C:40]([NH2:42])=O)[CH2:25]2)=[O:23])[CH2:21][CH2:20][O:19][CH2:18][CH2:17]1, predict the reaction product. The product is: [N:16]1([C:22]([N:24]2[CH2:29][CH:28]([C:30]3[CH:35]=[CH:34][C:33]([C:36]([F:37])([F:38])[F:39])=[CH:32][CH:31]=3)[CH2:27][CH:26]([C:40]#[N:42])[CH2:25]2)=[O:23])[CH2:21][CH2:20][O:19][CH2:18][CH2:17]1. (2) The product is: [CH2:1]([N:3]([CH2:8][CH3:9])[CH2:4][CH2:5][CH2:6][Cl:12])[CH3:2]. Given the reactants [CH2:1]([N:3]([CH2:8][CH3:9])[CH2:4][CH2:5][CH2:6]O)[CH3:2].S(Cl)([Cl:12])=O, predict the reaction product. (3) Given the reactants ClCCl.[Br:4][C:5]1[CH:10]=[C:9]([F:11])[C:8]([F:12])=[CH:7][C:6]=1[CH2:13][OH:14].C(=O)(O)[O-].[Na+], predict the reaction product. The product is: [Br:4][C:5]1[CH:10]=[C:9]([F:11])[C:8]([F:12])=[CH:7][C:6]=1[CH:13]=[O:14]. (4) Given the reactants [CH3:1][C:2]1[CH:7]=[C:6]([NH:8][C:9]2[CH:14]=[C:13]([C:15]([F:18])([F:17])[F:16])[CH:12]=[CH:11][N:10]=2)[N:5]=[C:4]([C:19]2[N:20]=[N:21][N:22]([CH:24]([CH3:28])[C:25](O)=[O:26])[CH:23]=2)[CH:3]=1.Cl.[S:30]1(=[O:37])(=[O:36])[CH2:34][CH2:33][CH:32]([NH2:35])[CH2:31]1.C(N(C(C)C)C(C)C)C.C(P1(=O)OP(CCC)(=O)OP(CCC)(=O)O1)CC, predict the reaction product. The product is: [O:36]=[S:30]1(=[O:37])[CH2:34][CH2:33][CH:32]([NH:35][C:25](=[O:26])[CH:24]([N:22]2[CH:23]=[C:19]([C:4]3[CH:3]=[C:2]([CH3:1])[CH:7]=[C:6]([NH:8][C:9]4[CH:14]=[C:13]([C:15]([F:16])([F:18])[F:17])[CH:12]=[CH:11][N:10]=4)[N:5]=3)[N:20]=[N:21]2)[CH3:28])[CH2:31]1. (5) Given the reactants [NH2:1][CH:2]([C@H:4]1[CH2:9][CH2:8][C@H:7]([CH2:10][N:11]2[CH2:19][C:18]3[C:13](=[C:14]([F:21])[C:15]([OH:20])=[CH:16][CH:17]=3)[C:12]2=[O:22])[CH2:6][CH2:5]1)[CH3:3].C([O-])(O)=O.[Na+].[C:28](OC(=O)C)(=[O:30])[CH3:29], predict the reaction product. The product is: [F:21][C:14]1[C:15]([OH:20])=[CH:16][CH:17]=[C:18]2[C:13]=1[C:12](=[O:22])[N:11]([CH2:10][C@H:7]1[CH2:6][CH2:5][C@H:4]([CH:2]([NH:1][C:28](=[O:30])[CH3:29])[CH3:3])[CH2:9][CH2:8]1)[CH2:19]2. (6) Given the reactants [NH2:1][C:2]1[N:10]=[C:9]2[C:5]([N:6]=[CH:7][N:8]2[CH2:11][C:12]2([O:15][CH2:16][P:17](=[O:20])([OH:19])[OH:18])[CH2:14][CH2:13]2)=[CH:4][N:3]=1.[C:21]([O:26][CH2:27]Cl)(=[O:25])[CH2:22][CH2:23][CH3:24], predict the reaction product. The product is: [C:21]([O:26][CH2:27][O:20][P:17]([CH2:16][O:15][C:12]1([CH2:11][N:8]2[CH:7]=[N:6][C:5]3[C:9]2=[N:10][C:2]([NH2:1])=[N:3][CH:4]=3)[CH2:13][CH2:14]1)(=[O:18])[O:19][CH2:27][O:26][C:21](=[O:25])[CH2:22][CH2:23][CH3:24])(=[O:25])[CH2:22][CH2:23][CH3:24].